This data is from Reaction yield outcomes from USPTO patents with 853,638 reactions. The task is: Predict the reaction yield, written as a fraction of the theoretical maximum amount of product (1.0 means a 100% yield; for example, 0.34 means a 34% yield). (1) The reactants are Br[C:2]1[CH:3]=[C:4]2[C:10]([C:11]3[CH:15]=[CH:14][N:13]([CH2:16][CH2:17][C:18]4[CH:23]=[CH:22][CH:21]=[CH:20][CH:19]=4)[N:12]=3)=[CH:9][N:8]([S:24]([C:27]3[CH:33]=[CH:32][C:30]([CH3:31])=[CH:29][CH:28]=3)(=[O:26])=[O:25])[C:5]2=[N:6][CH:7]=1.[F:34][C:35]1[CH:40]=[C:39](B2OC(C)(C)C(C)(C)O2)[CH:38]=[CH:37][C:36]=1[C:50]1[CH2:55][CH2:54][N:53]([C:56]([O:58][C:59]([CH3:62])([CH3:61])[CH3:60])=[O:57])[CH2:52][CH:51]=1.P([O-])([O-])([O-])=O.[K+].[K+].[K+].C1(P(C2CCCCC2)C2CCCCC2)CCCCC1. The catalyst is O1CCOCC1.O.C1C=CC(/C=C/C(/C=C/C2C=CC=CC=2)=O)=CC=1.C1C=CC(/C=C/C(/C=C/C2C=CC=CC=2)=O)=CC=1.C1C=CC(/C=C/C(/C=C/C2C=CC=CC=2)=O)=CC=1.[Pd].[Pd]. The product is [F:34][C:35]1[CH:40]=[C:39]([C:2]2[CH:3]=[C:4]3[C:10]([C:11]4[CH:15]=[CH:14][N:13]([CH2:16][CH2:17][C:18]5[CH:19]=[CH:20][CH:21]=[CH:22][CH:23]=5)[N:12]=4)=[CH:9][N:8]([S:24]([C:27]4[CH:28]=[CH:29][C:30]([CH3:31])=[CH:32][CH:33]=4)(=[O:26])=[O:25])[C:5]3=[N:6][CH:7]=2)[CH:38]=[CH:37][C:36]=1[C:50]1[CH2:55][CH2:54][N:53]([C:56]([O:58][C:59]([CH3:62])([CH3:61])[CH3:60])=[O:57])[CH2:52][CH:51]=1. The yield is 0.572. (2) The reactants are [Cl:1][C:2]1[CH:3]=[C:4]([CH2:12][OH:13])[CH:5]=[C:6]([C:8]([F:11])([F:10])[F:9])[CH:7]=1.O=[Si]=O.[Cr](Cl)([O-])(=O)=O.[NH+]1C=CC=CC=1. The catalyst is C(Cl)Cl.C(OCC)C. The product is [Cl:1][C:2]1[CH:3]=[C:4]([CH:5]=[C:6]([C:8]([F:9])([F:10])[F:11])[CH:7]=1)[CH:12]=[O:13]. The yield is 0.560. (3) The reactants are C(Cl)(=O)C(Cl)=O.CN(C)C=O.[F:12][CH:13]([F:23])[C:14]1[C:18]([C:19](O)=[O:20])=[CH:17][N:16]([CH3:22])[N:15]=1.[Cl:24][C:25]1[CH:30]=[CH:29][C:28]([C:31]2[CH:36]=[C:35]([F:37])[CH:34]=[CH:33][C:32]=2[NH2:38])=[CH:27][C:26]=1[F:39]. The catalyst is ClCCl.O. The product is [Cl:24][C:25]1[CH:30]=[CH:29][C:28]([C:31]2[CH:36]=[C:35]([F:37])[CH:34]=[CH:33][C:32]=2[NH:38][C:19]([C:18]2[C:14]([CH:13]([F:23])[F:12])=[N:15][N:16]([CH3:22])[CH:17]=2)=[O:20])=[CH:27][C:26]=1[F:39]. The yield is 0.930.